The task is: Predict the reaction yield, written as a fraction of the theoretical maximum amount of product (1.0 means a 100% yield; for example, 0.34 means a 34% yield).. This data is from Reaction yield outcomes from USPTO patents with 853,638 reactions. (1) The reactants are [N+:1]([C:4]1[CH:9]=[CH:8][C:7]([CH2:10][CH2:11][CH2:12][CH2:13][CH2:14][C:15](=[O:20])[CH2:16][CH2:17][CH2:18][CH3:19])=[CH:6][CH:5]=1)([O-])=O.C1COCC1.CO.[O-]S(S([O-])=O)=O.[Na+].[Na+]. The catalyst is CCOC(C)=O.O. The product is [NH2:1][C:4]1[CH:5]=[CH:6][C:7]([CH2:10][CH2:11][CH2:12][CH2:13][CH2:14][C:15](=[O:20])[CH2:16][CH2:17][CH2:18][CH3:19])=[CH:8][CH:9]=1. The yield is 0.540. (2) The reactants are C([O:5][C:6](=O)[CH2:7][O:8][CH:9]1[C:18]2[CH:19]=[CH:20][CH:21]=[CH:22][C:17]=2[CH2:16][CH2:15][C:14]2[O:13][C:12]([CH3:23])=[N:11][C:10]1=2)(C)(C)C.[H-].[Al+3].[Li+].[H-].[H-].[H-]. The catalyst is CCOCC. The product is [CH3:23][C:12]1[O:13][C:14]2[CH2:15][CH2:16][C:17]3[CH:22]=[CH:21][CH:20]=[CH:19][C:18]=3[CH:9]([O:8][CH2:7][CH2:6][OH:5])[C:10]=2[N:11]=1. The yield is 0.910. (3) The reactants are [CH:1]([C:3]1[CH:8]=[CH:7][CH:6]=[CH:5][C:4]=1[C:9]1[C:10]2[C:15]([C:16]3[CH:17]=[CH:18][CH:19]=[CH:20][C:21]=3[CH:22]=1)=CC=CC=2)=O.C(=O)([O-])[O-].[K+].[K+]. The catalyst is CS(O)(=O)=O.ClCCl. The product is [CH:10]1[C:5]2[C:4]3[C:5]([C:4]4[C:19]([C:18]=2[CH:17]=[CH:16][CH:15]=1)=[CH:20][CH:21]=[CH:22][CH:9]=4)=[CH:6][CH:7]=[C:8]1[C:3]=3[CH:8]=[CH:7][CH:1]=[CH:3]1. The yield is 0.250. (4) The reactants are I[C:2]1[C:10]2[C:5](=[N:6][CH:7]=[C:8]([C:11]3[CH:12]=[C:13]([NH:17][S:18]([CH3:21])(=[O:20])=[O:19])[CH:14]=[CH:15][CH:16]=3)[CH:9]=2)[N:4]([S:22]([C:25]2[CH:31]=[CH:30][C:28]([CH3:29])=[CH:27][CH:26]=2)(=[O:24])=[O:23])[CH:3]=1.CC1(C)C(C)(C)OB([C:40]2[CH:41]=[N:42][N:43]([CH2:45][C:46]3[CH:47]=[C:48]([CH:51]=[CH:52][CH:53]=3)[C:49]#[N:50])[CH:44]=2)O1.C(=O)([O-])[O-].[Na+].[Na+]. The catalyst is C1C=CC(P(C2C=CC=CC=2)[C-]2C=CC=C2)=CC=1.C1C=CC(P(C2C=CC=CC=2)[C-]2C=CC=C2)=CC=1.Cl[Pd]Cl.[Fe+2].COCCOC.O. The product is [C:49]([C:48]1[CH:47]=[C:46]([CH:53]=[CH:52][CH:51]=1)[CH2:45][N:43]1[CH:44]=[C:40]([C:2]2[C:10]3[C:5](=[N:6][CH:7]=[C:8]([C:11]4[CH:12]=[C:13]([NH:17][S:18]([CH3:21])(=[O:20])=[O:19])[CH:14]=[CH:15][CH:16]=4)[CH:9]=3)[N:4]([S:22]([C:25]3[CH:31]=[CH:30][C:28]([CH3:29])=[CH:27][CH:26]=3)(=[O:24])=[O:23])[CH:3]=2)[CH:41]=[N:42]1)#[N:50]. The yield is 0.300.